Dataset: Choline transporter screen with 302,306 compounds. Task: Binary Classification. Given a drug SMILES string, predict its activity (active/inactive) in a high-throughput screening assay against a specified biological target. The molecule is o1c2c(c(NCCC)c(N)c1=O)cccc2. The result is 0 (inactive).